Dataset: Peptide-MHC class II binding affinity with 134,281 pairs from IEDB. Task: Regression. Given a peptide amino acid sequence and an MHC pseudo amino acid sequence, predict their binding affinity value. This is MHC class II binding data. The peptide sequence is FNDIIHSIINMDADV. The MHC is HLA-DQA10102-DQB10602 with pseudo-sequence HLA-DQA10102-DQB10602. The binding affinity (normalized) is 0.589.